From a dataset of Full USPTO retrosynthesis dataset with 1.9M reactions from patents (1976-2016). Predict the reactants needed to synthesize the given product. (1) Given the product [Cl:15][C:16]1[CH:21]=[CH:20][C:19]([NH:22][C:23](=[S:2])[CH3:24])=[C:18]([F:26])[CH:17]=1, predict the reactants needed to synthesize it. The reactants are: P12(SP3(SP(SP(S3)(S1)=S)(=S)S2)=S)=[S:2].[Cl:15][C:16]1[CH:21]=[CH:20][C:19]([NH:22][C:23](=O)[CH3:24])=[C:18]([F:26])[CH:17]=1. (2) The reactants are: [CH2:1]([C:5]1[NH:6][C:7](=O)[C:8]2[NH:13][N:12]=[C:11]([I:14])[C:9]=2[N:10]=1)[CH2:2][CH2:3][CH3:4].F[P-](F)(F)(F)(F)F.[N:23]1(O[P+](N(C)C)(N(C)C)N(C)C)C2C=CC=CC=2N=N1.N12CCCN=C1CCCCC2.[CH3:54][O:55][C:56]1[CH:57]=[C:58]([CH2:64]N)[CH:59]=[CH:60][C:61]=1[O:62][CH3:63]. Given the product [CH2:1]([C:5]1[N:6]=[C:7]([NH2:23])[C:8]2[N:13]([CH2:64][C:58]3[CH:59]=[CH:60][C:61]([O:62][CH3:63])=[C:56]([O:55][CH3:54])[CH:57]=3)[N:12]=[C:11]([I:14])[C:9]=2[N:10]=1)[CH2:2][CH2:3][CH3:4], predict the reactants needed to synthesize it. (3) The reactants are: [CH3:1][C:2]1[C:3]([Cl:25])=[CH:4][C:5]([C:21](=[O:24])[CH2:22][CH3:23])=[C:6]([C:8]2[CH2:9][CH2:10][N:11]([C:14]([O:16][C:17]([CH3:20])([CH3:19])[CH3:18])=[O:15])[CH2:12][CH:13]=2)[CH:7]=1. Given the product [CH3:1][C:2]1[C:3]([Cl:25])=[CH:4][C:5]([CH:21]([OH:24])[CH2:22][CH3:23])=[C:6]([CH:8]2[CH2:13][CH2:12][N:11]([C:14]([O:16][C:17]([CH3:19])([CH3:18])[CH3:20])=[O:15])[CH2:10][CH2:9]2)[CH:7]=1, predict the reactants needed to synthesize it.